This data is from Catalyst prediction with 721,799 reactions and 888 catalyst types from USPTO. The task is: Predict which catalyst facilitates the given reaction. (1) Reactant: [Cl:1][C:2]1[N:7]=[C:6]([NH:8][NH:9][C:10](=[O:30])[C@H:11]([CH2:24][CH:25]2[CH2:29][CH2:28][CH2:27][CH2:26]2)[CH2:12][N:13]([O:16]CC2C=CC=CC=2)[CH:14]=[O:15])[C:5]([F:31])=[C:4]([N:32]2[CH2:36][CH:35]([N:37]([CH3:39])[CH3:38])[CH2:34][C:33]2([CH3:41])[CH3:40])[N:3]=1. Product: [Cl:1][C:2]1[N:7]=[C:6]([NH:8][NH:9][C:10](=[O:30])[C@H:11]([CH2:24][CH:25]2[CH2:26][CH2:27][CH2:28][CH2:29]2)[CH2:12][N:13]([OH:16])[CH:14]=[O:15])[C:5]([F:31])=[C:4]([N:32]2[CH2:36][CH:35]([N:37]([CH3:39])[CH3:38])[CH2:34][C:33]2([CH3:41])[CH3:40])[N:3]=1. The catalyst class is: 105. (2) Reactant: [C:1]([O:5][C:6]([N:8]1[CH2:15][CH:14]2[CH:10]([CH2:11][NH:12][CH2:13]2)[CH2:9]1)=[O:7])([CH3:4])([CH3:3])[CH3:2].[C:16](O)(=[O:19])[CH2:17][CH3:18].C(N(CC)CC)C.F[P-](F)(F)(F)(F)F.N1(OC(N(C)C)=[N+](C)C)C2C=CC=CC=2N=N1. Product: [C:1]([O:5][C:6]([N:8]1[CH2:9][CH:10]2[CH:14]([CH2:13][N:12]([C:16](=[O:19])[CH2:17][CH3:18])[CH2:11]2)[CH2:15]1)=[O:7])([CH3:4])([CH3:2])[CH3:3]. The catalyst class is: 526.